From a dataset of Peptide-MHC class I binding affinity with 185,985 pairs from IEDB/IMGT. Regression. Given a peptide amino acid sequence and an MHC pseudo amino acid sequence, predict their binding affinity value. This is MHC class I binding data. (1) The peptide sequence is PEIRRWIIF. The MHC is HLA-B15:01 with pseudo-sequence HLA-B15:01. The binding affinity (normalized) is 0.0847. (2) The peptide sequence is SEQSLRLVDA. The MHC is HLA-B44:03 with pseudo-sequence HLA-B44:03. The binding affinity (normalized) is 0.438. (3) The peptide sequence is KCDELAAKL. The MHC is HLA-B35:01 with pseudo-sequence HLA-B35:01. The binding affinity (normalized) is 0. (4) The peptide sequence is VLMTHFFSVL. The MHC is HLA-A68:02 with pseudo-sequence HLA-A68:02. The binding affinity (normalized) is 0.219.